From a dataset of Peptide-MHC class II binding affinity with 134,281 pairs from IEDB. Regression. Given a peptide amino acid sequence and an MHC pseudo amino acid sequence, predict their binding affinity value. This is MHC class II binding data. (1) The peptide sequence is HDKFLANVSTVLTGK. The MHC is DRB1_1302 with pseudo-sequence DRB1_1302. The binding affinity (normalized) is 0.900. (2) The peptide sequence is EKKYFAATQFEPHAA. The MHC is DRB1_0701 with pseudo-sequence DRB1_0701. The binding affinity (normalized) is 0.590. (3) The peptide sequence is LVAGPAGSYAADLGY. The MHC is DRB1_0301 with pseudo-sequence DRB1_0301. The binding affinity (normalized) is 0.